This data is from NCI-60 drug combinations with 297,098 pairs across 59 cell lines. The task is: Regression. Given two drug SMILES strings and cell line genomic features, predict the synergy score measuring deviation from expected non-interaction effect. (1) Drug 1: CC1=C(C=C(C=C1)NC2=NC=CC(=N2)N(C)C3=CC4=NN(C(=C4C=C3)C)C)S(=O)(=O)N.Cl. Drug 2: CC(C)CN1C=NC2=C1C3=CC=CC=C3N=C2N. Cell line: SW-620. Synergy scores: CSS=-17.0, Synergy_ZIP=5.94, Synergy_Bliss=-5.26, Synergy_Loewe=-12.9, Synergy_HSA=-15.8. (2) Drug 1: C1=NC2=C(N1)C(=S)N=C(N2)N. Drug 2: CC1=C(N=C(N=C1N)C(CC(=O)N)NCC(C(=O)N)N)C(=O)NC(C(C2=CN=CN2)OC3C(C(C(C(O3)CO)O)O)OC4C(C(C(C(O4)CO)O)OC(=O)N)O)C(=O)NC(C)C(C(C)C(=O)NC(C(C)O)C(=O)NCCC5=NC(=CS5)C6=NC(=CS6)C(=O)NCCC[S+](C)C)O. Cell line: MDA-MB-435. Synergy scores: CSS=16.1, Synergy_ZIP=-4.16, Synergy_Bliss=-0.932, Synergy_Loewe=-4.13, Synergy_HSA=-3.84. (3) Drug 1: CC1=C(C=C(C=C1)NC(=O)C2=CC=C(C=C2)CN3CCN(CC3)C)NC4=NC=CC(=N4)C5=CN=CC=C5. Drug 2: CC1=C(N=C(N=C1N)C(CC(=O)N)NCC(C(=O)N)N)C(=O)NC(C(C2=CN=CN2)OC3C(C(C(C(O3)CO)O)O)OC4C(C(C(C(O4)CO)O)OC(=O)N)O)C(=O)NC(C)C(C(C)C(=O)NC(C(C)O)C(=O)NCCC5=NC(=CS5)C6=NC(=CS6)C(=O)NCCC[S+](C)C)O. Cell line: SK-MEL-28. Synergy scores: CSS=-3.67, Synergy_ZIP=-1.59, Synergy_Bliss=-4.88, Synergy_Loewe=-6.06, Synergy_HSA=-5.44. (4) Synergy scores: CSS=4.07, Synergy_ZIP=-3.11, Synergy_Bliss=-2.86, Synergy_Loewe=-0.152, Synergy_HSA=-0.592. Drug 1: CN1C2=C(C=C(C=C2)N(CCCl)CCCl)N=C1CCCC(=O)O.Cl. Drug 2: CC(C)NC(=O)C1=CC=C(C=C1)CNNC.Cl. Cell line: A498. (5) Cell line: SK-MEL-5. Drug 2: C(CCl)NC(=O)N(CCCl)N=O. Drug 1: CN1C(=O)N2C=NC(=C2N=N1)C(=O)N. Synergy scores: CSS=5.46, Synergy_ZIP=-3.73, Synergy_Bliss=-3.67, Synergy_Loewe=-2.82, Synergy_HSA=-2.43. (6) Synergy scores: CSS=33.2, Synergy_ZIP=-9.10, Synergy_Bliss=-2.34, Synergy_Loewe=-4.01, Synergy_HSA=-1.40. Cell line: SK-OV-3. Drug 2: C1=NC2=C(N=C(N=C2N1C3C(C(C(O3)CO)O)F)Cl)N. Drug 1: CCC1(CC2CC(C3=C(CCN(C2)C1)C4=CC=CC=C4N3)(C5=C(C=C6C(=C5)C78CCN9C7C(C=CC9)(C(C(C8N6C=O)(C(=O)OC)O)OC(=O)C)CC)OC)C(=O)OC)O.OS(=O)(=O)O. (7) Drug 1: CC1=C(C(CCC1)(C)C)C=CC(=CC=CC(=CC(=O)O)C)C. Drug 2: CN1C(=O)N2C=NC(=C2N=N1)C(=O)N. Cell line: HOP-62. Synergy scores: CSS=1.91, Synergy_ZIP=3.17, Synergy_Bliss=2.05, Synergy_Loewe=4.79, Synergy_HSA=-2.12. (8) Drug 1: C1=NC2=C(N1)C(=S)N=C(N2)N. Drug 2: CC1CCC2CC(C(=CC=CC=CC(CC(C(=O)C(C(C(=CC(C(=O)CC(OC(=O)C3CCCCN3C(=O)C(=O)C1(O2)O)C(C)CC4CCC(C(C4)OC)OCCO)C)C)O)OC)C)C)C)OC. Cell line: SF-539. Synergy scores: CSS=20.7, Synergy_ZIP=-14.9, Synergy_Bliss=-11.2, Synergy_Loewe=-6.00, Synergy_HSA=-5.45. (9) Drug 2: COCCOC1=C(C=C2C(=C1)C(=NC=N2)NC3=CC=CC(=C3)C#C)OCCOC.Cl. Cell line: MDA-MB-231. Drug 1: C1=CC(=CC=C1CC(C(=O)O)N)N(CCCl)CCCl.Cl. Synergy scores: CSS=20.1, Synergy_ZIP=0.135, Synergy_Bliss=7.13, Synergy_Loewe=4.14, Synergy_HSA=6.59. (10) Cell line: OVCAR-4. Drug 2: CC12CCC3C(C1CCC2OP(=O)(O)O)CCC4=C3C=CC(=C4)OC(=O)N(CCCl)CCCl.[Na+]. Synergy scores: CSS=0.893, Synergy_ZIP=-1.96, Synergy_Bliss=-4.49, Synergy_Loewe=-12.0, Synergy_HSA=-8.59. Drug 1: CCCCCOC(=O)NC1=NC(=O)N(C=C1F)C2C(C(C(O2)C)O)O.